From a dataset of Full USPTO retrosynthesis dataset with 1.9M reactions from patents (1976-2016). Predict the reactants needed to synthesize the given product. (1) Given the product [Br:8][C:9]1[CH:14]=[CH:13][C:12]([Cl:17])=[C:11]([I:16])[CH:10]=1, predict the reactants needed to synthesize it. The reactants are: N(OC(C)(C)C)=O.[Br:8][C:9]1[CH:14]=[CH:13][C:12](N)=[C:11]([I:16])[CH:10]=1.[ClH:17]. (2) Given the product [Cl:12][CH2:2][N:3]1[CH:7]=[CH:6][C:5]([C:8]#[N:9])=[CH:4]1, predict the reactants needed to synthesize it. The reactants are: O[CH2:2][N:3]1[CH:7]=[CH:6][C:5]([C:8]#[N:9])=[CH:4]1.S(Cl)([Cl:12])=O.